From a dataset of NCI-60 drug combinations with 297,098 pairs across 59 cell lines. Regression. Given two drug SMILES strings and cell line genomic features, predict the synergy score measuring deviation from expected non-interaction effect. Drug 1: CCC(=C(C1=CC=CC=C1)C2=CC=C(C=C2)OCCN(C)C)C3=CC=CC=C3.C(C(=O)O)C(CC(=O)O)(C(=O)O)O. Drug 2: CCC1(CC2CC(C3=C(CCN(C2)C1)C4=CC=CC=C4N3)(C5=C(C=C6C(=C5)C78CCN9C7C(C=CC9)(C(C(C8N6C)(C(=O)OC)O)OC(=O)C)CC)OC)C(=O)OC)O.OS(=O)(=O)O. Cell line: HS 578T. Synergy scores: CSS=1.00, Synergy_ZIP=2.79, Synergy_Bliss=4.27, Synergy_Loewe=4.23, Synergy_HSA=3.91.